This data is from Forward reaction prediction with 1.9M reactions from USPTO patents (1976-2016). The task is: Predict the product of the given reaction. (1) Given the reactants Cl[CH2:2][CH2:3][CH2:4][S:5][CH2:6][CH2:7][CH2:8][C:9]([F:15])([F:14])[C:10]([F:13])([F:12])[F:11].[Na+].[I-:17], predict the reaction product. The product is: [I:17][CH2:2][CH2:3][CH2:4][S:5][CH2:6][CH2:7][CH2:8][C:9]([F:15])([F:14])[C:10]([F:13])([F:12])[F:11]. (2) Given the reactants [CH2:1]([O:8][C:9](=[O:24])[NH:10][CH:11]1[CH2:16][CH2:15][CH:14]([N:17]([CH3:23])[C:18](=[N:21][CH3:22])SC)[CH2:13][CH2:12]1)[C:2]1[CH:7]=[CH:6][CH:5]=[CH:4][CH:3]=1.I.CCO.O.[NH2:30][NH2:31].[Cl-:32], predict the reaction product. The product is: [CH2:1]([O:8][C:9](=[O:24])[NH:10][CH:11]1[CH2:16][CH2:15][CH:14]([N:17]([CH3:23])[C:18]([NH:30][NH2:31])=[N:21][CH3:22])[CH2:13][CH2:12]1)[C:2]1[CH:7]=[CH:6][CH:5]=[CH:4][CH:3]=1.[ClH:32]. (3) Given the reactants Cl[C:2]1[N:7]=[C:6]([NH:8][CH:9]2[CH2:14][CH2:13][N:12]([C:15]3[N:20]=[N:19][C:18]([C:21]#[N:22])=[CH:17][CH:16]=3)[CH2:11][CH2:10]2)[C:5]([Cl:23])=[CH:4][N:3]=1.Cl.[CH3:25][N:26]1[CH:30]=[C:29]([NH2:31])[C:28]([CH3:32])=[N:27]1.C1C=CC(P(C2C(C3C(P(C4C=CC=CC=4)C4C=CC=CC=4)=CC=C4C=3C=CC=C4)=C3C(C=CC=C3)=CC=2)C2C=CC=CC=2)=CC=1.C(=O)([O-])[O-].[Cs+].[Cs+], predict the reaction product. The product is: [Cl:23][C:5]1[C:6]([NH:8][CH:9]2[CH2:14][CH2:13][N:12]([C:15]3[N:20]=[N:19][C:18]([C:21]#[N:22])=[CH:17][CH:16]=3)[CH2:11][CH2:10]2)=[N:7][C:2]([NH:31][C:29]2[C:28]([CH3:32])=[N:27][N:26]([CH3:25])[CH:30]=2)=[N:3][CH:4]=1. (4) Given the reactants Cl.[NH2:2][C:3]([NH2:5])=[NH:4].[H-].[Na+].[C:8]([O:12][C:13](=[O:39])[CH2:14][N:15]([S:24]([C:27]1[CH:36]=[C:35]2[C:30]([C:31]([Cl:38])=[CH:32][N:33]=[C:34]2Cl)=[CH:29][CH:28]=1)(=[O:26])=[O:25])[CH2:16][C:17]1[CH:22]=[CH:21][CH:20]=[CH:19][C:18]=1[CH3:23])([CH3:11])([CH3:10])[CH3:9], predict the reaction product. The product is: [C:8]([O:12][C:13](=[O:39])[CH2:14][N:15]([S:24]([C:27]1[CH:36]=[C:35]2[C:30]([C:31]([Cl:38])=[CH:32][N:33]=[C:34]2[NH:4][C:3]([NH2:5])=[NH:2])=[CH:29][CH:28]=1)(=[O:25])=[O:26])[CH2:16][C:17]1[CH:22]=[CH:21][CH:20]=[CH:19][C:18]=1[CH3:23])([CH3:11])([CH3:9])[CH3:10]. (5) Given the reactants [CH2:1]([N:3]([CH3:18])[S:4]([C:7]1[CH:8]=[N:9][C:10]([Sn](C)(C)C)=[CH:11][C:12]=1[CH3:13])(=[O:6])=[O:5])[CH3:2].[NH2:19][C:20]1[C:25]([C:26]2[CH:27]=[C:28]3[C:33](=[CH:34][CH:35]=2)[C:32](=[O:36])[NH:31][CH2:30][CH2:29]3)=[CH:24][C:23](Br)=[CH:22][N:21]=1, predict the reaction product. The product is: [NH2:19][C:20]1[N:21]=[CH:22][C:23]([C:10]2[CH:11]=[C:12]([CH3:13])[C:7]([S:4]([N:3]([CH2:1][CH3:2])[CH3:18])(=[O:6])=[O:5])=[CH:8][N:9]=2)=[CH:24][C:25]=1[C:26]1[CH:27]=[C:28]2[C:33](=[CH:34][CH:35]=1)[C:32](=[O:36])[NH:31][CH2:30][CH2:29]2. (6) Given the reactants [C:1]([O:5][C:6]([NH:8][C:9]1[S:10][CH:11]=[C:12]([C:14](=[O:18])[C:15]([OH:17])=O)[N:13]=1)=[O:7])([CH3:4])([CH3:3])[CH3:2].CN(C(ON1N=NC2C=CC=NC1=2)=[N+](C)C)C.F[P-](F)(F)(F)(F)F.CCN(C(C)C)C(C)C.[N:52]1([CH2:57][C@H:58]2[NH:61][C:60](=[O:62])[C@H:59]2[NH2:63])[CH:56]=[N:55][CH:54]=[N:53]1, predict the reaction product. The product is: [N:52]1([CH2:57][C@@H:58]2[C@H:59]([NH:63][C:15](=[O:17])[C:14]([C:12]3[N:13]=[C:9]([NH:8][C:6](=[O:7])[O:5][C:1]([CH3:2])([CH3:3])[CH3:4])[S:10][CH:11]=3)=[O:18])[C:60](=[O:62])[NH:61]2)[CH:56]=[N:55][CH:54]=[N:53]1. (7) Given the reactants [C@@H:1]1([N:8]2[CH:16]=[C:14]([CH3:15])[C:12](=[O:13])[NH:11][C:9]2=[O:10])[O:7][C@H:4]([CH2:5][OH:6])[CH:3]=[CH:2]1.[CH:17](O)([CH3:19])[CH3:18], predict the reaction product. The product is: [CH3:15][C:14]1[C:12](=[O:13])[NH:11][C:9](=[O:10])[N:8]([C@@H:1]2[O:7][C@H:4]([CH2:5][OH:6])[CH:3]=[CH:2]2)[CH:16]=1.[CH3:1][N:8]1[C:9](=[O:10])[N:11]([CH3:12])[CH2:19][CH2:17][CH2:18]1. (8) The product is: [Br:8][C:9]1[CH:14]=[CH:13][C:12]([NH:15][C:16]2[C:25]3[C:20](=[CH:21][C:22]([O:28][CH2:36][CH:37]4[CH2:51][C@@H:40]5[CH2:41][N:42]([C:44]([O:46][C:47]([CH3:50])([CH3:49])[CH3:48])=[O:45])[CH2:43][C@@H:39]5[CH2:38]4)=[C:23]([O:26][CH3:27])[CH:24]=3)[N:19]=[CH:18][N:17]=2)=[C:11]([F:29])[C:10]=1[Cl:30]. Given the reactants FC(F)(F)C(O)=O.[Br:8][C:9]1[CH:14]=[CH:13][C:12]([NH:15][C:16]2[C:25]3[C:20](=[CH:21][C:22]([OH:28])=[C:23]([O:26][CH3:27])[CH:24]=3)[N:19]=[CH:18][N:17]=2)=[C:11]([F:29])[C:10]=1[Cl:30].CS(O[CH2:36][CH:37]1[CH2:51][C@@H:40]2[CH2:41][N:42]([C:44]([O:46][C:47]([CH3:50])([CH3:49])[CH3:48])=[O:45])[CH2:43][C@@H:39]2[CH2:38]1)(=O)=O.C(=O)([O-])[O-].[K+].[K+], predict the reaction product.